Dataset: Catalyst prediction with 721,799 reactions and 888 catalyst types from USPTO. Task: Predict which catalyst facilitates the given reaction. Reactant: [OH-].[Na+].C([O:5][C:6](=[O:28])[C:7]1[CH:12]=[C:11]([O:13][CH3:14])[C:10]([O:15][CH2:16][C:17]2[C:22]([CH3:23])=[N:21][C:20]([CH3:24])=[C:19]([CH3:25])[N:18]=2)=[C:9]([O:26][CH3:27])[CH:8]=1)C. The catalyst class is: 6. Product: [CH3:23][C:22]1[C:17]([CH2:16][O:15][C:10]2[C:9]([O:26][CH3:27])=[CH:8][C:7]([C:6]([OH:28])=[O:5])=[CH:12][C:11]=2[O:13][CH3:14])=[N:18][C:19]([CH3:25])=[C:20]([CH3:24])[N:21]=1.